This data is from Full USPTO retrosynthesis dataset with 1.9M reactions from patents (1976-2016). The task is: Predict the reactants needed to synthesize the given product. (1) Given the product [Cl:1][C:2]1[CH:3]=[C:4]([C:8]#[C:9][C:10]2[CH2:14][C:13]3([CH2:18][CH2:17][N:16]([C:19]([NH2:21])=[O:20])[CH2:15][CH2:23]3)[O:12][N:11]=2)[CH:5]=[CH:6][CH:7]=1, predict the reactants needed to synthesize it. The reactants are: [Cl:1][C:2]1[CH:3]=[C:4]([C:8]#[C:9][C:10]2[CH2:14][C:13]3([CH2:18][CH2:17][N:16]([C:19]([NH2:21])=[O:20])[CH2:15]3)[O:12][N:11]=2)[CH:5]=[CH:6][CH:7]=1.Cl[C:23]1C=C(C#CC2CC3(CCNC3)ON=2)C=CC=1. (2) Given the product [Cl:24][C:10]1[CH:11]=[C:12]2[C:17](=[CH:18][C:9]=1[O:8][C:7]1[CH:6]=[CH:5][C:4]([C:1](=[O:3])[NH:2][C:28]3[N:33]=[C:32]([C:34]4[CH:35]=[CH:36][C:37]([C:40]([F:43])([F:41])[F:42])=[CH:38][CH:39]=4)[CH:31]=[CH:30][N:29]=3)=[CH:26][CH:25]=1)[O:16][CH2:15][CH2:14][CH:13]2[C:19]([O:21][CH2:22][CH3:23])=[O:20], predict the reactants needed to synthesize it. The reactants are: [C:1]([C:4]1[CH:26]=[CH:25][C:7]([O:8][C:9]2[CH:18]=[C:17]3[C:12]([CH:13]([C:19]([O:21][CH2:22][CH3:23])=[O:20])[CH2:14][CH2:15][O:16]3)=[CH:11][C:10]=2[Cl:24])=[CH:6][CH:5]=1)(=[O:3])[NH2:2].Cl[C:28]1[N:33]=[C:32]([C:34]2[CH:39]=[CH:38][C:37]([C:40]([F:43])([F:42])[F:41])=[CH:36][CH:35]=2)[CH:31]=[CH:30][N:29]=1.CC(C1C=C(C(C)C)C(C2C=CC=CC=2P(C2CCCCC2)C2CCCCC2)=C(C(C)C)C=1)C.C([O-])([O-])=O.[Cs+].[Cs+]. (3) Given the product [NH2:12][CH:10]1[CH2:11][N:5]([CH2:4][CH:1]2[CH2:2][CH2:3]2)[C:6](=[O:27])[CH2:7][CH2:8][CH2:9]1, predict the reactants needed to synthesize it. The reactants are: [CH:1]1([CH2:4][N:5]2[CH2:11][CH:10]([N:12](CC3C=CC=CC=3)CC3C=CC=CC=3)[CH2:9][CH2:8][CH2:7][C:6]2=[O:27])[CH2:3][CH2:2]1. (4) Given the product [CH3:28][C:29]([CH3:35])([CH2:33][CH3:34])[C:30]([N:24]1[C:23](=[O:25])[O:22][N:21]=[C:20]1[C:16]1[CH:15]=[C:14]([C:13]([F:12])([F:26])[F:27])[CH:19]=[CH:18][N:17]=1)=[O:31], predict the reactants needed to synthesize it. The reactants are: N12CCCN=C1CCCCC2.[F:12][C:13]([F:27])([F:26])[C:14]1[CH:19]=[CH:18][N:17]=[C:16]([C:20]2[NH:21][O:22][C:23](=[O:25])[N:24]=2)[CH:15]=1.[CH3:28][C:29]([CH3:35])([CH2:33][CH3:34])[C:30](Cl)=[O:31]. (5) The reactants are: C([N:4]1[C:10]2[CH:11]=[CH:12][C:13]([Cl:15])=[CH:14][C:9]=2[CH:8]([C:16]2[CH:21]=[CH:20][CH:19]=[C:18]([O:22][CH3:23])[C:17]=2[O:24][CH3:25])[O:7][CH:6]([CH2:26][C:27]([O:29][CH2:30][CH3:31])=[O:28])[C:5]1=[O:32])C=C. Given the product [Cl:15][C:13]1[CH:12]=[CH:11][C:10]2[NH:4][C:5](=[O:32])[CH:6]([CH2:26][C:27]([O:29][CH2:30][CH3:31])=[O:28])[O:7][CH:8]([C:16]3[CH:21]=[CH:20][CH:19]=[C:18]([O:22][CH3:23])[C:17]=3[O:24][CH3:25])[C:9]=2[CH:14]=1, predict the reactants needed to synthesize it.